From a dataset of Peptide-MHC class I binding affinity with 185,985 pairs from IEDB/IMGT. Regression. Given a peptide amino acid sequence and an MHC pseudo amino acid sequence, predict their binding affinity value. This is MHC class I binding data. (1) The peptide sequence is KLLKSWVSK. The MHC is HLA-B57:01 with pseudo-sequence HLA-B57:01. The binding affinity (normalized) is 0.0847. (2) The peptide sequence is QVIEYLKPY. The MHC is HLA-B38:01 with pseudo-sequence HLA-B38:01. The binding affinity (normalized) is 0.0847. (3) The peptide sequence is LLYKQLNFT. The MHC is HLA-A02:01 with pseudo-sequence HLA-A02:01. The binding affinity (normalized) is 0.346. (4) The peptide sequence is WMTTEDMLAV. The MHC is HLA-A02:01 with pseudo-sequence HLA-A02:01. The binding affinity (normalized) is 0.592. (5) The peptide sequence is IAHLLEHLLI. The MHC is HLA-A02:01 with pseudo-sequence HLA-A02:01. The binding affinity (normalized) is 0.107. (6) The peptide sequence is KPKLARGEL. The MHC is HLA-B08:01 with pseudo-sequence HLA-B08:01. The binding affinity (normalized) is 0.515. (7) The peptide sequence is SDGSWSTV. The MHC is H-2-Kk with pseudo-sequence H-2-Kk. The binding affinity (normalized) is 0.0929.